This data is from Forward reaction prediction with 1.9M reactions from USPTO patents (1976-2016). The task is: Predict the product of the given reaction. (1) The product is: [CH:1]([N:4]1[CH2:5][CH2:6][N:7]([C:10]([C:12]2[N:13]=[C:14]([N:35]3[CH2:36][CH2:37][N:38]([C:41]4[C:46]([C:47]([F:48])([F:50])[F:49])=[CH:45][CH:44]=[CH:43][N:42]=4)[CH2:39][CH2:40]3)[NH:15][C:16]=2[C:17]2[CH:22]=[CH:21][C:20]([C:23]([F:26])([F:25])[F:24])=[CH:19][CH:18]=2)=[O:11])[CH2:8][CH2:9]1)([CH3:3])[CH3:2]. Given the reactants [CH:1]([N:4]1[CH2:9][CH2:8][N:7]([C:10]([C:12]2[N:13]=[C:14]([N:35]3[CH2:40][CH2:39][N:38]([C:41]4[C:46]([C:47]([F:50])([F:49])[F:48])=[CH:45][CH:44]=[CH:43][N:42]=4)[CH2:37][CH2:36]3)[N:15](COCC[Si](C)(C)C)[C:16]=2[C:17]2[CH:22]=[CH:21][C:20]([C:23]([F:26])([F:25])[F:24])=[CH:19][CH:18]=2)=[O:11])[CH2:6][CH2:5]1)([CH3:3])[CH3:2], predict the reaction product. (2) Given the reactants Cl[C:2]([O:4][CH3:5])=[O:3].[Cl:6][C:7]1[CH:8]=[C:9]([NH:14][C:15]([N:17]2[CH2:22][CH2:21][N:20]([C@H:23]([CH2:35][OH:36])[CH2:24][CH2:25][N:26]3[CH2:33][CH2:32][C:29]4([CH2:31][CH2:30]4)[C@H:28]([OH:34])[CH2:27]3)[C:19](=[O:37])[C@@H:18]2[CH3:38])=[O:16])[CH:10]=[CH:11][C:12]=1[Cl:13].C(NCC)C, predict the reaction product. The product is: [CH3:5][O:4][C:2](=[O:3])[O:36][CH2:35][C@@H:23]([N:20]1[CH2:21][CH2:22][N:17]([C:15](=[O:16])[NH:14][C:9]2[CH:10]=[CH:11][C:12]([Cl:13])=[C:7]([Cl:6])[CH:8]=2)[C@@H:18]([CH3:38])[C:19]1=[O:37])[CH2:24][CH2:25][N:26]1[CH2:33][CH2:32][C:29]2([CH2:31][CH2:30]2)[C@H:28]([OH:34])[CH2:27]1. (3) Given the reactants Cl.[NH2:2][OH:3].[CH3:4][CH:5]([CH3:18])[CH2:6][C:7]([C:9]1[S:13][C:12]([C:14]([O:16][CH3:17])=[O:15])=[CH:11][CH:10]=1)=O, predict the reaction product. The product is: [CH3:4][CH:5]([CH3:18])[CH2:6][C:7]([C:9]1[S:13][C:12]([C:14]([O:16][CH3:17])=[O:15])=[CH:11][CH:10]=1)=[N:2][OH:3].